This data is from Reaction yield outcomes from USPTO patents with 853,638 reactions. The task is: Predict the reaction yield, written as a fraction of the theoretical maximum amount of product (1.0 means a 100% yield; for example, 0.34 means a 34% yield). (1) The reactants are [CH2:1]([O:3][CH:4]([O:7][CH2:8][CH3:9])[C:5]#[CH:6])[CH3:2].[CH3:10][C:11]1([CH3:18])[C:15]([CH3:17])([CH3:16])[O:14][BH:13][O:12]1.C(N(CC)CC)C. The catalyst is O1CCCC1.[H-].[Cl-].C1([Zr+2]C2C=CC=C2)C=CC=C1. The product is [CH2:1]([O:3][CH:4]([O:7][CH2:8][CH3:9])/[CH:5]=[CH:6]/[B:13]1[O:14][C:15]([CH3:17])([CH3:16])[C:11]([CH3:18])([CH3:10])[O:12]1)[CH3:2]. The yield is 0.530. (2) The reactants are [C:1]([O:5][C:6]([N:8]1[CH2:20][CH2:19][C:18]2[C:17]3[C:12](=[CH:13][CH:14]=[C:15](Br)[CH:16]=3)[N:11]([CH3:22])[C:10]=2[CH2:9]1)=[O:7])([CH3:4])([CH3:3])[CH3:2].[CH2:23]([O:30][C:31]1[CH:36]=[CH:35][NH:34][C:33](=[O:37])[CH:32]=1)[C:24]1[CH:29]=[CH:28][CH:27]=[CH:26][CH:25]=1.OC1C=CC=C2C=1N=CC=C2.C([O-])([O-])=O.[K+].[K+].[NH4+].[OH-]. The catalyst is CS(C)=O.C(Cl)Cl.[Cu]I.CO. The product is [CH2:23]([O:30][C:31]1[CH:36]=[CH:35][N:34]([C:15]2[CH:16]=[C:17]3[C:12](=[CH:13][CH:14]=2)[N:11]([CH3:22])[C:10]2[CH2:9][N:8]([C:6]([O:5][C:1]([CH3:4])([CH3:3])[CH3:2])=[O:7])[CH2:20][CH2:19][C:18]3=2)[C:33](=[O:37])[CH:32]=1)[C:24]1[CH:25]=[CH:26][CH:27]=[CH:28][CH:29]=1. The yield is 0.330.